Dataset: Forward reaction prediction with 1.9M reactions from USPTO patents (1976-2016). Task: Predict the product of the given reaction. Given the reactants C(O)(=O)C.[CH2:5]([O:12][CH:13]1[C@@H:18]([NH:19]C(=O)OC(C)(C)C)[C@H:17]([O:27][CH2:28][C:29]2[CH:34]=[CH:33][CH:32]=[CH:31][CH:30]=2)[C@@H:16]([O:35][CH2:36][C:37]2[CH:42]=[CH:41][CH:40]=[CH:39][CH:38]=2)[C@@H:15]([CH2:43][O:44][CH2:45][C:46]2[CH:51]=[CH:50][CH:49]=[CH:48][CH:47]=2)[O:14]1)[C:6]1[CH:11]=[CH:10][CH:9]=[CH:8][CH:7]=1.FC(F)(F)C(O)=O, predict the reaction product. The product is: [CH2:5]([O:12][CH:13]1[C@@H:18]([NH2:19])[C@H:17]([O:27][CH2:28][C:29]2[CH:34]=[CH:33][CH:32]=[CH:31][CH:30]=2)[C@@H:16]([O:35][CH2:36][C:37]2[CH:38]=[CH:39][CH:40]=[CH:41][CH:42]=2)[C@@H:15]([CH2:43][O:44][CH2:45][C:46]2[CH:47]=[CH:48][CH:49]=[CH:50][CH:51]=2)[O:14]1)[C:6]1[CH:7]=[CH:8][CH:9]=[CH:10][CH:11]=1.